Dataset: Catalyst prediction with 721,799 reactions and 888 catalyst types from USPTO. Task: Predict which catalyst facilitates the given reaction. (1) Reactant: [C:1]([O:5][C:6](=[O:32])[CH2:7][N:8](S(C1C=CC(OCC2C=CC=CC=2)=CC=1)(=O)=O)[CH2:9][CH2:10][CH2:11][C:12](=[O:14])[CH3:13])([CH3:4])([CH3:3])[CH3:2].CC(C)([O-])C.[K+].Cl. Product: [C:1]([O:5][C:6]([CH:7]1[C:12]([OH:14])([CH3:13])[CH2:11][CH2:10][CH2:9][NH:8]1)=[O:32])([CH3:4])([CH3:3])[CH3:2]. The catalyst class is: 30. (2) Reactant: [N+](C1C=CC(C([O:10][C@H:11]2[CH2:19][C:18]3[C:13](=[CH:14][C:15]([O:20][CH3:21])=[CH:16][CH:17]=3)[C@H:12]2[N:22]=[N+:23]=[N-:24])=O)=CC=1)([O-])=O.C[O-].[Na+]. Product: [N:22]([C@@H:12]1[C:13]2[C:18](=[CH:17][CH:16]=[C:15]([O:20][CH3:21])[CH:14]=2)[CH2:19][C@@H:11]1[OH:10])=[N+:23]=[N-:24]. The catalyst class is: 100. (3) The catalyst class is: 1. Product: [C:7](/[CH:9]=[CH:19]/[CH2:20][CH:21]1[CH2:26][CH2:25][N:24]([C:27]([O:29][C:30]([CH3:33])([CH3:32])[CH3:31])=[O:28])[CH2:23][CH2:22]1)#[N:8]. Reactant: CC(C)([O-])C.[K+].[C:7]([CH2:9]P(=O)(OCC)OCC)#[N:8].O=[CH:19][CH2:20][CH:21]1[CH2:26][CH2:25][N:24]([C:27]([O:29][C:30]([CH3:33])([CH3:32])[CH3:31])=[O:28])[CH2:23][CH2:22]1. (4) Reactant: [Li][CH2:2]CCC.[CH3:6][N:7]1[CH2:12][CH2:11][N:10]([C:13]2[CH:20]=[CH:19][C:16]([CH:17]=O)=[CH:15][CH:14]=2)[CH2:9][CH2:8]1.[NH4+].[Cl-]. Product: [CH3:6][N:7]1[CH2:12][CH2:11][N:10]([C:13]2[CH:20]=[CH:19][C:16]([CH:17]=[CH2:2])=[CH:15][CH:14]=2)[CH2:9][CH2:8]1. The catalyst class is: 307. (5) Reactant: [F:1][C:2]1[C:7]([S:8]([C:11]([F:14])([F:13])[F:12])(=[O:10])=[O:9])=[CH:6][CH:5]=[CH:4][C:3]=1[CH:15]1[CH2:20][CH2:19][NH:18][CH2:17][CH2:16]1.C(=O)([O-])[O-].[K+].[K+].I[CH2:28][CH2:29][CH3:30]. Product: [F:1][C:2]1[C:7]([S:8]([C:11]([F:14])([F:13])[F:12])(=[O:9])=[O:10])=[CH:6][CH:5]=[CH:4][C:3]=1[CH:15]1[CH2:20][CH2:19][N:18]([CH2:28][CH2:29][CH3:30])[CH2:17][CH2:16]1. The catalyst class is: 10. (6) Reactant: Br[C:2]1[C:3]([C:23]2[CH:28]=[CH:27][C:26]([Cl:29])=[CH:25][CH:24]=2)=[CH:4][C:5]2[N:6]([C:8]([CH2:11][C:12]3[C:13]([CH3:22])=[N:14][C:15]([C:18]([F:21])([F:20])[F:19])=[CH:16][CH:17]=3)=[N:9][N:10]=2)[CH:7]=1.[Cl:30][C:31]1[CH:36]=[C:35]([Cl:37])[CH:34]=[CH:33][C:32]=1B(O)O.C([O-])([O-])=O.[K+].[K+].ClC1C=CC(C2C(C3C=CC(Cl)=CC=3Cl)=CN3C(CC4C=NC(C(F)(F)F)=CC=4)=NN=C3C=2)=CC=1. Product: [Cl:29][C:26]1[CH:27]=[CH:28][C:23]([C:3]2[C:2]([C:34]3[CH:33]=[CH:32][C:31]([Cl:30])=[CH:36][C:35]=3[Cl:37])=[CH:7][N:6]3[C:8]([CH2:11][C:12]4[C:13]([CH3:22])=[N:14][C:15]([C:18]([F:20])([F:19])[F:21])=[CH:16][CH:17]=4)=[N:9][N:10]=[C:5]3[CH:4]=2)=[CH:24][CH:25]=1. The catalyst class is: 70.